Task: Predict the reactants needed to synthesize the given product.. Dataset: Full USPTO retrosynthesis dataset with 1.9M reactions from patents (1976-2016) Given the product [CH2:1]([N:8]1[C:16]2[C:11](=[CH:12][C:13]([Cl:17])=[CH:14][CH:15]=2)[CH:10]=[C:9]1[CH:18]([N:46]1[C:42](=[O:52])[C:43]2[C:44](=[CH:48][CH:49]=[CH:50][CH:51]=2)[C:45]1=[O:47])[CH:19]([CH3:21])[CH3:20])[C:2]1[CH:3]=[CH:4][CH:5]=[CH:6][CH:7]=1, predict the reactants needed to synthesize it. The reactants are: [CH2:1]([N:8]1[C:16]2[C:11](=[CH:12][C:13]([Cl:17])=[CH:14][CH:15]=2)[CH:10]=[C:9]1[CH:18](O)[CH:19]([CH3:21])[CH3:20])[C:2]1[CH:7]=[CH:6][CH:5]=[CH:4][CH:3]=1.C1C=CC(P(C2C=CC=CC=2)C2C=CC=CC=2)=CC=1.[C:42]1(=[O:52])[NH:46][C:45](=[O:47])[C:44]2=[CH:48][CH:49]=[CH:50][CH:51]=[C:43]12.CC(OC(/N=N/C(OC(C)C)=O)=O)C.